This data is from Reaction yield outcomes from USPTO patents with 853,638 reactions. The task is: Predict the reaction yield, written as a fraction of the theoretical maximum amount of product (1.0 means a 100% yield; for example, 0.34 means a 34% yield). (1) The reactants are [Br:1][C:2]1[N:7]=[CH:6][C:5](/[C:8](=[N:10]/[S:11]([C:13]([CH3:16])([CH3:15])[CH3:14])=[O:12])/[CH3:9])=[CH:4][CH:3]=1.C([BH-](C(CC)C)C(CC)C)(CC)C.[Li+]. The catalyst is C1COCC1. The product is [Br:1][C:2]1[N:7]=[CH:6][C:5]([C@H:8]([NH:10][S:11]([C:13]([CH3:14])([CH3:16])[CH3:15])=[O:12])[CH3:9])=[CH:4][CH:3]=1. The yield is 0.700. (2) The reactants are Cl.[F:2][C:3]1[CH:8]=[CH:7][C:6]([C:9]2[N:13]=[C:12]([CH2:14][CH:15]3[CH2:19][CH2:18][CH2:17][NH:16]3)[O:11][N:10]=2)=[CH:5][CH:4]=1.C(N(CC)CC)C.[F:27][C:28]1[CH:36]=[CH:35][C:31]([C:32](Cl)=[O:33])=[CH:30][CH:29]=1.Cl. The catalyst is ClCCl. The product is [F:27][C:28]1[CH:36]=[CH:35][C:31]([C:32]([N:16]2[CH2:17][CH2:18][CH2:19][CH:15]2[CH2:14][C:12]2[O:11][N:10]=[C:9]([C:6]3[CH:7]=[CH:8][C:3]([F:2])=[CH:4][CH:5]=3)[N:13]=2)=[O:33])=[CH:30][CH:29]=1. The yield is 0.860. (3) The reactants are [Cl:1][C:2]1[CH:3]=[C:4]([NH:10][C:11](=[O:13])[CH3:12])[CH:5]=[CH:6][C:7]=1[O:8][CH3:9].[N+:14]([O-])([OH:16])=[O:15]. The catalyst is S(=O)(=O)(O)O. The product is [Cl:1][C:2]1[C:7]([O:8][CH3:9])=[CH:6][C:5]([N+:14]([O-:16])=[O:15])=[C:4]([NH:10][C:11](=[O:13])[CH3:12])[CH:3]=1. The yield is 0.240. (4) The reactants are [CH2:1]([O:8][C:9](=[O:16])[NH:10][C@H:11]1[CH2:15][CH2:14][NH:13][CH2:12]1)[C:2]1[CH:7]=[CH:6][CH:5]=[CH:4][CH:3]=1.[F:17][C:18]1[CH:26]=[CH:25][C:24]([CH:27]=[O:28])=[CH:23][C:19]=1[C:20](O)=[O:21].F[P-](F)(F)(F)(F)F.N1(OC(N(C)C)=[N+](C)C)C2C=CC=CC=2N=N1.C(N(CC)C(C)C)(C)C. No catalyst specified. The product is [F:17][C:18]1[CH:26]=[CH:25][C:24]([CH:27]=[O:28])=[CH:23][C:19]=1[C:20]([N:13]1[CH2:14][CH2:15][C@H:11]([NH:10][C:9](=[O:16])[O:8][CH2:1][C:2]2[CH:7]=[CH:6][CH:5]=[CH:4][CH:3]=2)[CH2:12]1)=[O:21]. The yield is 0.620. (5) The catalyst is C(O)C. The reactants are [N+:1]([C:4]1[CH:12]=[CH:11][C:7]2[N:8]=C[S:10][C:6]=2[CH:5]=1)([O-:3])=[O:2].O.NN. The yield is 0.860. The product is [NH2:8][C:7]1[CH:11]=[CH:12][C:4]([N+:1]([O-:3])=[O:2])=[CH:5][C:6]=1[SH:10]. (6) The reactants are [CH2:1]([N:8]([CH2:13][C:14]([OH:16])=O)[CH2:9][C:10]([OH:12])=O)[C:2]1[CH:7]=[CH:6][CH:5]=[CH:4][CH:3]=1.C(OC(=O)C)(=O)C.[CH:24]1[CH:29]=[CH:28][C:27]([CH2:30][CH2:31][NH2:32])=[CH:26][CH:25]=1.C(Cl)(=O)C(Cl)=O.C(=O)(O)[O-].[Na+]. The catalyst is O.C(N(CC)CC)C.C(OCC)(=O)C. The yield is 0.911. The product is [CH2:1]([N:8]1[CH2:9][C:10](=[O:12])[N:32]([CH2:31][CH2:30][C:27]2[CH:28]=[CH:29][CH:24]=[CH:25][CH:26]=2)[C:14](=[O:16])[CH2:13]1)[C:2]1[CH:3]=[CH:4][CH:5]=[CH:6][CH:7]=1.